This data is from Full USPTO retrosynthesis dataset with 1.9M reactions from patents (1976-2016). The task is: Predict the reactants needed to synthesize the given product. Given the product [C:10]([N:1]1[CH2:9][CH2:8][CH:4]([C:5]([OH:7])=[O:6])[CH2:3][CH2:2]1)(=[O:12])[CH3:11], predict the reactants needed to synthesize it. The reactants are: [NH:1]1[CH2:9][CH2:8][CH:4]([C:5]([OH:7])=[O:6])[CH2:3][CH2:2]1.[C:10](OC(=O)C)(=[O:12])[CH3:11].